This data is from Cav3 T-type calcium channel HTS with 100,875 compounds. The task is: Binary Classification. Given a drug SMILES string, predict its activity (active/inactive) in a high-throughput screening assay against a specified biological target. (1) The molecule is S(=O)(=O)(Nc1cccnc1)c1c(OC)ccc(OC)c1. The result is 0 (inactive). (2) The compound is S(=O)(=O)(N)c1ccc(NC(=O)CSc2ncccc2)cc1. The result is 0 (inactive). (3) The molecule is Fc1ccc(CN2C(CCC2=O)C(=O)NC(c2cc3OCCOc3cc2)C)cc1. The result is 0 (inactive). (4) The drug is Clc1c(C(=O)NC(C)(C)C)cc(F)c(F)c1. The result is 0 (inactive). (5) The compound is FC(F)(F)C1(OCCCC(CCC2CCCCC2)C1)C(=O)NCC1CC1. The result is 0 (inactive). (6) The compound is Clc1cc(C(=O)Nc2ccc(C(OCCCC)=O)cc2)c(OC)cc1. The result is 0 (inactive). (7) The drug is P1(OCC(CO1)(C)C)(=O)C(Nc1ccc(cc1)C)c1ccc(OCC)cc1. The result is 0 (inactive). (8) The drug is S(c1n(c2ncccc2n1)C)CC(=O)Nc1c(OCC)cccc1. The result is 0 (inactive). (9) The drug is Brc1ccc(/C=C(/NC(=O)c2sccc2)C(=O)NCCO)cc1. The result is 0 (inactive). (10) The molecule is S(=O)(=O)(N1CCc2c1cccc2)c1cc2n(c(=O)c(=O)n(c2cc1)C)C. The result is 0 (inactive).